This data is from Forward reaction prediction with 1.9M reactions from USPTO patents (1976-2016). The task is: Predict the product of the given reaction. (1) Given the reactants [NH2:1][C:2]1[CH:3]=[C:4]([S:8]([NH:11][CH2:12][C:13]2[CH:18]=[CH:17][CH:16]=[C:15]([NH:19][C:20]3[C:25]([Cl:26])=[CH:24][N:23]=[C:22](Cl)[N:21]=3)[CH:14]=2)(=[O:10])=[O:9])[CH:5]=[CH:6][CH:7]=1.Cl, predict the reaction product. The product is: [Cl:26][C:25]1[CH:24]=[N:23][C:22]2[NH:1][C:2]3[CH:7]=[CH:6][CH:5]=[C:4]([CH:3]=3)[S:8](=[O:10])(=[O:9])[NH:11][CH2:12][C:13]3[CH:14]=[C:15]([NH:19][C:20]=1[N:21]=2)[CH:16]=[CH:17][CH:18]=3. (2) The product is: [ClH:1].[CH3:2][O:3][C:4]1[CH:13]=[CH:12][CH:11]=[C:10]2[C:5]=1[CH2:6][CH2:7][CH:8]([NH:14][CH2:15][CH2:16][CH3:17])[CH2:9]2. Given the reactants [ClH:1].[CH3:2][O:3][C:4]1[CH:13]=[CH:12][CH:11]=[C:10]2[C:5]=1[CH2:6][CH2:7][C@@H:8]([NH:14][CH2:15][CH2:16][CH3:17])[CH2:9]2, predict the reaction product. (3) Given the reactants [Cl:1][CH2:2][C:3](Cl)=[O:4].[Br:6][C:7]1[CH:15]=[C:14]2[C:10]([CH2:11][C:12](=[O:16])[NH:13]2)=[CH:9][CH:8]=1.[Cl-].[Al+3].[Cl-].[Cl-], predict the reaction product. The product is: [Br:6][C:7]1[CH:15]=[C:14]2[C:10]([CH2:11][C:12](=[O:16])[NH:13]2)=[CH:9][C:8]=1[C:3](=[O:4])[CH2:2][Cl:1].